The task is: Predict the reactants needed to synthesize the given product.. This data is from Full USPTO retrosynthesis dataset with 1.9M reactions from patents (1976-2016). (1) Given the product [O:13]1[CH:14]=[N:15][C:11]([CH2:10][S:8][C:5]2[CH:6]=[CH:7][C:2]([NH2:1])=[CH:3][CH:4]=2)=[N:12]1, predict the reactants needed to synthesize it. The reactants are: [NH2:1][C:2]1[CH:7]=[CH:6][C:5]([SH:8])=[CH:4][CH:3]=1.Cl[CH2:10][C:11]1[N:15]=[CH:14][O:13][N:12]=1.C(N(CC)CC)C.O. (2) Given the product [CH2:1]([N:9]1[CH2:14][CH2:13][C:12](=[N:15][OH:34])[CH2:11][CH2:10]1)[CH2:2][C:3]1[CH:8]=[CH:7][CH:6]=[CH:5][CH:4]=1, predict the reactants needed to synthesize it. The reactants are: [CH2:1]([N:9]1[CH2:14][CH2:13][CH:12]([NH:15]C(=O)CC)[CH2:11][CH2:10]1)[CH2:2][C:3]1[CH:8]=[CH:7][CH:6]=[CH:5][CH:4]=1.C(N1CCC(=[O:34])CC1)CC1C=CC=CC=1.Cl.NO. (3) Given the product [CH3:1][O:2][C:3]1[CH:13]=[C:12]([N+:14]([O-:16])=[O:15])[CH:11]=[CH:10][C:4]=1[O:5][CH2:6][C:7]([Cl:20])=[O:8], predict the reactants needed to synthesize it. The reactants are: [CH3:1][O:2][C:3]1[CH:13]=[C:12]([N+:14]([O-:16])=[O:15])[CH:11]=[CH:10][C:4]=1[O:5][CH2:6][C:7](O)=[O:8].C(Cl)(=O)C([Cl:20])=O. (4) Given the product [C:16]([SiH2:15][O:14][C:13]([CH3:21])([CH3:20])[C:11]1[O:10][N:9]=[C:8]([CH2:6][OH:5])[CH:12]=1)([CH3:19])([CH3:17])[CH3:18], predict the reactants needed to synthesize it. The reactants are: N#N.C([O:5][C:6]([C:8]1[CH:12]=[C:11]([C:13]([CH3:21])([CH3:20])[O:14][SiH2:15][C:16]([CH3:19])([CH3:18])[CH3:17])[O:10][N:9]=1)=O)C.CC(C[AlH]CC(C)C)C.